Task: Predict the reactants needed to synthesize the given product.. Dataset: Full USPTO retrosynthesis dataset with 1.9M reactions from patents (1976-2016) Given the product [O:1]1[C:8]2[CH:7]=[C:6]([C:9]([O:11][CH2:14][C:15]([N:17]([CH2:20][CH3:21])[CH2:18][CH3:19])=[O:16])=[O:10])[NH:5][C:4]=2[CH:3]=[CH:2]1, predict the reactants needed to synthesize it. The reactants are: [O:1]1[C:8]2[CH:7]=[C:6]([C:9]([O-:11])=[O:10])[NH:5][C:4]=2[CH:3]=[CH:2]1.[Na+].Cl[CH2:14][C:15]([N:17]([CH2:20][CH3:21])[CH2:18][CH3:19])=[O:16].